This data is from Forward reaction prediction with 1.9M reactions from USPTO patents (1976-2016). The task is: Predict the product of the given reaction. (1) Given the reactants [C:1]([O:5][C:6]([NH:8][C:9]([CH3:38])([CH2:31][C:32]1[CH:37]=[CH:36][CH:35]=[CH:34][CH:33]=1)[CH2:10][O:11][CH2:12][C:13]1[CH:14]=[C:15]([CH:20]=[C:21]([N:23]([S:27]([CH3:30])(=[O:29])=[O:28])[CH2:24][CH2:25][CH3:26])[CH:22]=1)[C:16]([O:18]C)=[O:17])=[O:7])([CH3:4])([CH3:3])[CH3:2].[Li+].[OH-].Cl, predict the reaction product. The product is: [C:1]([O:5][C:6]([NH:8][C:9]([CH3:38])([CH2:31][C:32]1[CH:33]=[CH:34][CH:35]=[CH:36][CH:37]=1)[CH2:10][O:11][CH2:12][C:13]1[CH:14]=[C:15]([CH:20]=[C:21]([N:23]([S:27]([CH3:30])(=[O:28])=[O:29])[CH2:24][CH2:25][CH3:26])[CH:22]=1)[C:16]([OH:18])=[O:17])=[O:7])([CH3:2])([CH3:3])[CH3:4]. (2) Given the reactants O[C:2]1([C:12]2[CH:17]=[CH:16][CH:15]=[CH:14][CH:13]=2)[C:10]2[C:5](=[CH:6][CH:7]=[CH:8][CH:9]=2)[NH:4][C:3]1=[O:11].[C:18]([C:22]1[CH:27]=[CH:26][C:25]([S:28]([NH:31][C:32]2[CH:37]=[CH:36][C:35]([CH3:38])=[C:34]([OH:39])[CH:33]=2)(=[O:30])=[O:29])=[CH:24][CH:23]=1)([CH3:21])([CH3:20])[CH3:19].C1(C)C=CC(S(O)(=O)=O)=CC=1, predict the reaction product. The product is: [C:18]([C:22]1[CH:27]=[CH:26][C:25]([S:28]([NH:31][C:32]2[CH:33]=[C:34]([OH:39])[C:35]([CH3:38])=[CH:36][C:37]=2[C:2]2([C:12]3[CH:17]=[CH:16][CH:15]=[CH:14][CH:13]=3)[C:10]3[C:5](=[CH:6][CH:7]=[CH:8][CH:9]=3)[NH:4][C:3]2=[O:11])(=[O:30])=[O:29])=[CH:24][CH:23]=1)([CH3:21])([CH3:20])[CH3:19]. (3) Given the reactants [CH3:1][C:2]1[CH:3]=[N:4][N:5]([C:7]2([C:10]([O:12]C(C)(C)C)=[O:11])[CH2:9][CH2:8]2)[CH:6]=1.FC(F)(F)C(O)=O, predict the reaction product. The product is: [CH3:1][C:2]1[CH:3]=[N:4][N:5]([C:7]2([C:10]([OH:12])=[O:11])[CH2:8][CH2:9]2)[CH:6]=1. (4) Given the reactants [CH2:1]([O:3][C:4]([C:6]1[C:15](=[O:16])[C:14]2[C:9](=[C:10]([O:27][CH3:28])[C:11]([N:18]3[CH2:22][CH2:21][C@@H:20]([C:23]([NH2:26])([CH3:25])[CH3:24])[CH2:19]3)=[C:12]([F:17])[CH:13]=2)[N:8]([CH:29]2[CH2:31][CH2:30]2)[C:7]=1[S:32](C)(=O)=O)=[O:5])[CH3:2].O.[SH-].[Na+], predict the reaction product. The product is: [CH2:1]([O:3][C:4]([C:6]1[C:15](=[O:16])[C:14]2[C:9](=[C:10]([O:27][CH3:28])[C:11]([N:18]3[CH2:22][CH2:21][C@@H:20]([C:23]([NH2:26])([CH3:25])[CH3:24])[CH2:19]3)=[C:12]([F:17])[CH:13]=2)[N:8]([CH:29]2[CH2:30][CH2:31]2)[C:7]=1[SH:32])=[O:5])[CH3:2]. (5) Given the reactants [Cl:1][C:2]1[CH:32]=[CH:31][C:5]([CH2:6][N:7]2[C:15]3[C:14](=[O:16])[NH:13][C:12](=[O:17])[N:11]([CH3:18])[C:10]=3[N:9]=[C:8]2[O:19][C:20]2[CH:25]=[CH:24][CH:23]=[C:22]([O:26][C:27]([F:30])([F:29])[F:28])[CH:21]=2)=[CH:4][CH:3]=1.[Br:33][CH2:34][CH2:35][O:36][CH2:37][CH2:38]Br.C(=O)([O-])[O-].[K+].[K+], predict the reaction product. The product is: [Br:33][CH2:34][CH2:35][O:36][CH2:37][CH2:38][N:13]1[C:14](=[O:16])[C:15]2[N:7]([CH2:6][C:5]3[CH:4]=[CH:3][C:2]([Cl:1])=[CH:32][CH:31]=3)[C:8]([O:19][C:20]3[CH:25]=[CH:24][CH:23]=[C:22]([O:26][C:27]([F:30])([F:28])[F:29])[CH:21]=3)=[N:9][C:10]=2[N:11]([CH3:18])[C:12]1=[O:17]. (6) Given the reactants FC(F)(F)C(O)=O.[Cl:8][C:9]1[C:10]([F:38])=[C:11]([CH:15]2[C:19]([C:22]3[CH:27]=[CH:26][C:25]([Cl:28])=[CH:24][C:23]=3[F:29])([C:20]#[N:21])[CH:18]([CH2:30][C:31]([CH3:34])([CH3:33])[CH3:32])[NH:17][CH:16]2[C:35]([OH:37])=O)[CH:12]=[CH:13][CH:14]=1.CC1(C)[O:44][C@H:43]([CH2:45][CH2:46][NH2:47])[CH2:42][O:41]1.CN(C(ON1N=NC2C=CC=NC1=2)=[N+](C)C)C.F[P-](F)(F)(F)(F)F.CCN(C(C)C)C(C)C.Cl, predict the reaction product. The product is: [OH:44][C@@H:43]([CH2:42][OH:41])[CH2:45][CH2:46][NH:47][C:35]([CH:16]1[CH:15]([C:11]2[CH:12]=[CH:13][CH:14]=[C:9]([Cl:8])[C:10]=2[F:38])[C:19]([C:22]2[CH:27]=[CH:26][C:25]([Cl:28])=[CH:24][C:23]=2[F:29])([C:20]#[N:21])[CH:18]([CH2:30][C:31]([CH3:34])([CH3:32])[CH3:33])[NH:17]1)=[O:37]. (7) The product is: [CH2:27]([C@@H:34]1[CH2:38][O:37][C:36](=[O:39])[N:35]1[C:5](=[O:7])[CH2:4][CH2:3][CH2:2][Br:1])[C:28]1[CH:29]=[CH:30][CH:31]=[CH:32][CH:33]=1. Given the reactants [Br:1][CH2:2][CH2:3][CH2:4][C:5]([OH:7])=O.C(N(CC)CC)C.CC(C)(C)C(Cl)=O.C([Li])CCC.[CH2:27]([C@@H:34]1[CH2:38][O:37][C:36](=[O:39])[NH:35]1)[C:28]1[CH:33]=[CH:32][CH:31]=[CH:30][CH:29]=1, predict the reaction product.